From a dataset of NCI-60 drug combinations with 297,098 pairs across 59 cell lines. Regression. Given two drug SMILES strings and cell line genomic features, predict the synergy score measuring deviation from expected non-interaction effect. (1) Cell line: A498. Drug 1: CCC1=CC2CC(C3=C(CN(C2)C1)C4=CC=CC=C4N3)(C5=C(C=C6C(=C5)C78CCN9C7C(C=CC9)(C(C(C8N6C)(C(=O)OC)O)OC(=O)C)CC)OC)C(=O)OC.C(C(C(=O)O)O)(C(=O)O)O. Synergy scores: CSS=17.6, Synergy_ZIP=-7.54, Synergy_Bliss=-2.21, Synergy_Loewe=-7.30, Synergy_HSA=-1.57. Drug 2: C1=NC2=C(N1)C(=S)N=CN2. (2) Drug 1: C1=NC2=C(N1)C(=S)N=C(N2)N. Drug 2: C1C(C(OC1N2C=C(C(=O)NC2=O)F)CO)O. Cell line: SN12C. Synergy scores: CSS=42.6, Synergy_ZIP=-2.20, Synergy_Bliss=-2.04, Synergy_Loewe=-0.646, Synergy_HSA=2.25. (3) Drug 1: CC(CN1CC(=O)NC(=O)C1)N2CC(=O)NC(=O)C2. Drug 2: CC1=C(C=C(C=C1)C(=O)NC2=CC(=CC(=C2)C(F)(F)F)N3C=C(N=C3)C)NC4=NC=CC(=N4)C5=CN=CC=C5. Cell line: SNB-19. Synergy scores: CSS=4.68, Synergy_ZIP=-2.38, Synergy_Bliss=-4.38, Synergy_Loewe=-6.81, Synergy_HSA=-7.00. (4) Drug 2: CC1C(C(CC(O1)OC2CC(CC3=C2C(=C4C(=C3O)C(=O)C5=CC=CC=C5C4=O)O)(C(=O)C)O)N)O. Cell line: SK-MEL-5. Drug 1: CC(CN1CC(=O)NC(=O)C1)N2CC(=O)NC(=O)C2. Synergy scores: CSS=59.1, Synergy_ZIP=1.67, Synergy_Bliss=2.66, Synergy_Loewe=-11.6, Synergy_HSA=4.55. (5) Drug 1: C1C(C(OC1N2C=C(C(=O)NC2=O)F)CO)O. Drug 2: C1=CN(C(=O)N=C1N)C2C(C(C(O2)CO)O)O.Cl. Cell line: MCF7. Synergy scores: CSS=20.5, Synergy_ZIP=-6.72, Synergy_Bliss=-3.09, Synergy_Loewe=0.774, Synergy_HSA=1.45. (6) Drug 1: CCC1=C2CN3C(=CC4=C(C3=O)COC(=O)C4(CC)O)C2=NC5=C1C=C(C=C5)O. Drug 2: CCCCC(=O)OCC(=O)C1(CC(C2=C(C1)C(=C3C(=C2O)C(=O)C4=C(C3=O)C=CC=C4OC)O)OC5CC(C(C(O5)C)O)NC(=O)C(F)(F)F)O. Cell line: RPMI-8226. Synergy scores: CSS=44.2, Synergy_ZIP=-1.66, Synergy_Bliss=-2.57, Synergy_Loewe=-4.22, Synergy_HSA=-4.16.